The task is: Predict the reaction yield, written as a fraction of the theoretical maximum amount of product (1.0 means a 100% yield; for example, 0.34 means a 34% yield).. This data is from Reaction yield outcomes from USPTO patents with 853,638 reactions. (1) The reactants are [OH:1][C:2]1[C:3]2[N:4]([CH:27]=[CH:28][CH:29]=2)[N:5]([CH2:22][CH2:23][CH:24]([CH3:26])[CH3:25])[C:6](=[O:21])[C:7]=1[C:8]1[NH:13][C:12]2[CH:14]=[CH:15][C:16](I)=[CH:17][C:11]=2[S:10](=[O:20])(=[O:19])[N:9]=1.[O-]P(OP(OP([O-])([O-])=O)([O-])=O)(=O)[O-].[K+].[K+].[K+].[K+].[K+].N(CC(O)=O)C.[CH:54]1([S:57]([NH2:60])(=[O:59])=[O:58])[CH2:56][CH2:55]1. The catalyst is [Cu]I.CN(C)C=O. The product is [OH:1][C:2]1[C:3]2[N:4]([CH:27]=[CH:28][CH:29]=2)[N:5]([CH2:22][CH2:23][CH:24]([CH3:26])[CH3:25])[C:6](=[O:21])[C:7]=1[C:8]1[NH:13][C:12]2[CH:14]=[CH:15][C:16]([NH:60][S:57]([CH:54]3[CH2:56][CH2:55]3)(=[O:59])=[O:58])=[CH:17][C:11]=2[S:10](=[O:20])(=[O:19])[N:9]=1. The yield is 0.500. (2) The reactants are [F:1][C:2]1[CH:3]=[C:4]([C:9]2[N:14]=[C:13]([NH:15][CH2:16][CH2:17][C:18]3[CH:23]=[CH:22][CH:21]=[CH:20][N:19]=3)[C:12]([C:24]([O:26]CC)=[O:25])=[CH:11][N:10]=2)[CH:5]=[CH:6][C:7]=1[F:8].[OH-].[Na+]. The catalyst is C1COCC1.CCO. The product is [F:1][C:2]1[CH:3]=[C:4]([C:9]2[N:14]=[C:13]([NH:15][CH2:16][CH2:17][C:18]3[CH:23]=[CH:22][CH:21]=[CH:20][N:19]=3)[C:12]([C:24]([OH:26])=[O:25])=[CH:11][N:10]=2)[CH:5]=[CH:6][C:7]=1[F:8]. The yield is 0.980. (3) The reactants are [CH3:1][O:2][C:3](=[O:19])[C:4]1[CH:9]=[C:8]([NH2:10])[CH:7]=[CH:6][C:5]=1[O:11][Si:12]([C:15]([CH3:18])([CH3:17])[CH3:16])([CH3:14])[CH3:13].Cl[CH2:21][CH2:22][O:23][CH2:24][CH2:25]Cl.C(N(C(C)C)CC)(C)C.C([O-])(O)=O.[Na+]. The catalyst is CN(C=O)C. The product is [CH3:1][O:2][C:3](=[O:19])[C:4]1[CH:9]=[C:8]([N:10]2[CH2:25][CH2:24][O:23][CH2:22][CH2:21]2)[CH:7]=[CH:6][C:5]=1[O:11][Si:12]([C:15]([CH3:16])([CH3:18])[CH3:17])([CH3:13])[CH3:14]. The yield is 0.180. (4) The reactants are Cl[C:2]1[CH:7]=[CH:6][N:5]=[CH:4][C:3]=1[N+:8]([O-:10])=[O:9].[CH3:11][C@H:12]1[CH2:17][NH:16][CH2:15][C@@H:14]([NH:18][C:19](=[O:25])[O:20][C:21]([CH3:24])([CH3:23])[CH3:22])[CH2:13]1.CCN(C(C)C)C(C)C. No catalyst specified. The product is [CH3:11][C@H:12]1[CH2:17][N:16]([C:2]2[CH:7]=[CH:6][N:5]=[CH:4][C:3]=2[N+:8]([O-:10])=[O:9])[CH2:15][C@@H:14]([NH:18][C:19](=[O:25])[O:20][C:21]([CH3:24])([CH3:23])[CH3:22])[CH2:13]1. The yield is 0.800.